From a dataset of Forward reaction prediction with 1.9M reactions from USPTO patents (1976-2016). Predict the product of the given reaction. (1) Given the reactants [C:1]1([NH:7][C:8]2[N:16]=[C:15]([C:17]([F:20])([F:19])[F:18])[CH:14]=[CH:13][C:9]=2[C:10]([OH:12])=O)[CH:6]=[CH:5][CH:4]=[CH:3][CH:2]=1.Cl.[CH3:22][NH:23][O:24][CH3:25].F[P-](F)(F)(F)(F)F.N1(OC(N(C)C)=[N+](C)C)C2C=CC=CC=2N=N1.C(N(CC)C(C)C)(C)C, predict the reaction product. The product is: [CH3:25][O:24][N:23]([CH3:22])[C:10](=[O:12])[C:9]1[CH:13]=[CH:14][C:15]([C:17]([F:20])([F:19])[F:18])=[N:16][C:8]=1[NH:7][C:1]1[CH:2]=[CH:3][CH:4]=[CH:5][CH:6]=1. (2) Given the reactants Cl[C:2]1[CH:15]=[CH:14][C:5]([C:6]([O:8][CH2:9][CH2:10][N:11]([CH3:13])[CH3:12])=[O:7])=[CH:4][C:3]=1[N+:16]([O-:18])=[O:17].[C:19]([N:22]1[CH2:27][CH2:26][N:25]([C:28]2[CH:29]=[C:30]([CH:32]=[CH:33][CH:34]=2)[NH2:31])[CH2:24][CH2:23]1)(=[O:21])[CH3:20].C(N(CC)CC)C, predict the reaction product. The product is: [N+:16]([C:3]1[CH:4]=[C:5]([CH:14]=[CH:15][C:2]=1[NH:31][C:30]1[CH:32]=[CH:33][CH:34]=[C:28]([N:25]2[CH2:24][CH2:23][N:22]([C:19](=[O:21])[CH3:20])[CH2:27][CH2:26]2)[CH:29]=1)[C:6]([O:8][CH2:9][CH2:10][N:11]([CH3:13])[CH3:12])=[O:7])([O-:18])=[O:17].